From a dataset of Drug-target binding data from BindingDB using IC50 measurements. Regression. Given a target protein amino acid sequence and a drug SMILES string, predict the binding affinity score between them. We predict pIC50 (pIC50 = -log10(IC50 in M); higher means more potent). Dataset: bindingdb_ic50. (1) The drug is CCCCCCCCCCCCCC1OC(=O)/C1=C\CCCCC(N)=O. The target protein (Q9NVV5) has sequence MALVPCQVLRMAILLSYCSILCNYKAIEMPSHQTYGGSWKFLTFIDLVIQAVFFGICVLTDLSSLLTRGSGNQEQERQLKKLISLRDWMLAVLAFPVGVFVVAVFWIIYAYDREMIYPKLLDNFIPGWLNHGMHTTVLPFILIEMRTSHHQYPSRSSGLTAICTFSVGYILWVCWVHHVTGMWVYPFLEHIGPGARIIFFGSTTILMNFLYLLGEVLNNYIWDTQKKPPSWQDMKIKFMYLGPSS. The pIC50 is 6.8. (2) The compound is CCCC[C@H](NC(=O)O[C@H](Cn1ccc(-c2ccc(C(F)(F)F)cc2)n1)C(C)(C)C)C(=O)C(=O)NCc1ccno1. The target protein (P25774) has sequence MKRLVCVLLVCSSAVAQLHKDPTLDHHWHLWKKTYGKQYKEKNEEAVRRLIWEKNLKFVMLHNLEHSMGMHSYDLGMNHLGDMTSEEVMSLMSSLRVPSQWQRNITYKSNPNRILPDSVDWREKGCVTEVKYQGSCGACWAFSAVGALEAQLKLKTGKLVSLSAQNLVDCSTEKYGNKGCNGGFMTTAFQYIIDNKGIDSDASYPYKAMDQKCQYDSKYRAATCSKYTELPYGREDVLKEAVANKGPVSVGVDARHPSFFLYRSGVYYEPSCTQNVNHGVLVVGYGDLNGKEYWLVKNSWGHNFGEEGYIRMARNKGNHCGIASFPSYPEI. The pIC50 is 4.7. (3) The small molecule is CCCCCCCCCCCCCCC[C@@]1(O)C[N+](C)(C)C[C@@H](CC(=O)[O-])O1. The target protein (P18886) has sequence MMPRLLFRAWPRCPSLVLGAPSRPLSAVSGPDDYLQHSIVPTMHYQDSLPRLPIPKLEDTMKRYLNAQKPLLDDSQFRRTEALCKNFETGVGKELHAHLLAQDKQNKHTSYISGPWFDMYLTARDSIVLNFNPFMAFNPDPKSEYNDQLTRATNLTVSAVRFLKTLQAGLLEPEVFHLNPSKSDTDAFKRLIRFVPPSLSWYGAYLVNAYPLDMSQYFRLFNSTRIPRPNRDELFTDTKARHLLVLRKGHFYVFDVLDQDGNIVNPLEIQAHLKYILSDSSPVPEFPVAYLTSENRDVWAELRQKLIFDGNEETLKKVDSAVFCLCLDDFPMKDLIHLSHTMLHGDGTNRWFDKSFNLIVAEDGTAAVHFEHSWGDGVAVLRFFNEVFRDSTQTPAITPQSQPAATNSSASVETLSFNLSGALKAGITAAKEKFDTTVKTLSIDSIQFQRGGKEFLKKKQLSPDAVAQLAFQMAFLRQYGQTVATYESCSTAAFKHGRTE.... The pIC50 is 4.3. (4) The small molecule is CN(Cc1cnc2nc(N)nc(N)c2n1)c1ccc2c(Cl)cc(Cl)cc2c1. The target protein sequence is MIVSFMVAMDENRVIGKDNNLPWRLPSELQYVKKTTMGHPLIMGRKNYEAIGRPLPGRRNIIVTRNEGYHVEGCEVVHSVEEVFELCKNEEEIFIFGGAQIYDLFLPYVDKLYITKIHHAFEGDTFFPEIDMTNWKEIFVEKGLTDEKNPYTYYYHVYEKQQ. The pIC50 is 4.8. (5) The pIC50 is 5.0. The target protein (O55193) has sequence MEDSNMLPQFIHGILSTSHSLFPRSIQELDEGATTPYDYDDGEPCHKTSVKQIGAWILPPLYSLVFIFGFVGNMLVIIILISCKKLKSMTDIYLFNLAISDLLFLLTLPFWAHYAANEWVFGNIMCKLFTGLYHIGYFGGIFFIILLTIDRYLAIVHAVFALKARTVTFGVITSVVTWVVAVFASLPGIIFTKSEQEDDQHTCGPYFPTIWKNFQTIMRNILSLILPLLVMVICYSGILHTLFRCRNEKKRHRAVRLIFAIMIVYFLFWTPYNIVLFLTTFQEFLGMSNCVVDMHLDQAMQVTETLGMTHCCVNPIIYAFVGEKFRRYLSIFFRKHIAKNLCKQCPVFYRETADRVSSTFTPSTGEQEVSVGL. The small molecule is Cc1nn(C)c2nc(N(C)CCN(C)C)c(C(=O)NC(=O)Nc3cccc(OC(C)C)c3)cc12.